From a dataset of Forward reaction prediction with 1.9M reactions from USPTO patents (1976-2016). Predict the product of the given reaction. (1) The product is: [CH:1]([N:4]1[C:8]([C:9]2[S:10][C:11]3[CH2:12][CH2:13][O:14][C:15]4[CH:22]=[C:21]([CH2:23][NH2:24])[CH:20]=[CH:19][C:16]=4[C:17]=3[N:18]=2)=[N:7][C:6]([CH3:25])=[N:5]1)([CH3:3])[CH3:2]. Given the reactants [CH:1]([N:4]1[C:8]([C:9]2[S:10][C:11]3[CH2:12][CH2:13][O:14][C:15]4[CH:22]=[C:21]([C:23]#[N:24])[CH:20]=[CH:19][C:16]=4[C:17]=3[N:18]=2)=[N:7][C:6]([CH3:25])=[N:5]1)([CH3:3])[CH3:2].[AlH4-].[Li+], predict the reaction product. (2) The product is: [CH3:16][C:13]1[CH:14]=[CH:15][C:10]2[N:11]([CH:9]=[C:3]([C:4]([O:6][CH2:7][CH3:8])=[O:5])[CH:2]=2)[CH:12]=1. Given the reactants O[CH:2]([C:10]1[CH:15]=[CH:14][C:13]([CH3:16])=[CH:12][N:11]=1)[C:3](=[CH2:9])[C:4]([O:6][CH2:7][CH3:8])=[O:5].C(OC(=O)C)(=O)C, predict the reaction product. (3) Given the reactants CCN(C(C)C)C(C)C.Cl[C:11]1[C:21]([C:22]#[N:23])=[CH:20][C:14]([C:15]([O:17][CH2:18][CH3:19])=[O:16])=[C:13]([CH3:24])[N:12]=1.[NH2:25][CH:26]1[CH2:30][CH2:29][CH:28]([C:31]([OH:33])=[O:32])[CH2:27]1.[NH4+].[Cl-], predict the reaction product. The product is: [C:22]([C:21]1[C:11]([NH:25][CH:26]2[CH2:30][CH2:29][CH:28]([C:31]([OH:33])=[O:32])[CH2:27]2)=[N:12][C:13]([CH3:24])=[C:14]([C:15]([O:17][CH2:18][CH3:19])=[O:16])[CH:20]=1)#[N:23]. (4) Given the reactants [CH:1]([N:3]1[CH2:7][CH2:6][CH2:5][C:4]1=[O:8])=[CH2:2].[O-]Cl.[Na+].[N:12]1([CH2:18][CH2:19][CH:20]=[N:21][OH:22])[CH2:17][CH2:16][CH2:15][CH2:14][CH2:13]1, predict the reaction product. The product is: [N:12]1([CH2:18][CH2:19][C:20]2[CH2:2][CH:1]([N:3]3[CH2:7][CH2:6][CH2:5][C:4]3=[O:8])[O:22][N:21]=2)[CH2:17][CH2:16][CH2:15][CH2:14][CH2:13]1. (5) Given the reactants [CH3:1][O:2][C:3]([C:5]1[S:6][C:7]([C:27]#[C:28][C:29]([CH3:32])([CH3:31])[CH3:30])=[CH:8][C:9]=1[N:10]([C:18]([C@H:20]1[CH2:25][CH2:24][C@H:23]([CH3:26])[CH2:22][CH2:21]1)=[O:19])[CH:11]1[CH2:16][CH2:15][C:14](=[O:17])[CH2:13][CH2:12]1)=[O:4].O.[BH4-].[Na+].Cl, predict the reaction product. The product is: [CH3:1][O:2][C:3]([C:5]1[S:6][C:7]([C:27]#[C:28][C:29]([CH3:30])([CH3:32])[CH3:31])=[CH:8][C:9]=1[N:10]([CH:11]1[CH2:12][CH2:13][CH:14]([OH:17])[CH2:15][CH2:16]1)[C:18]([C@H:20]1[CH2:25][CH2:24][C@H:23]([CH3:26])[CH2:22][CH2:21]1)=[O:19])=[O:4].